This data is from Full USPTO retrosynthesis dataset with 1.9M reactions from patents (1976-2016). The task is: Predict the reactants needed to synthesize the given product. (1) Given the product [F:7][C:8]1[CH:9]=[C:10]([CH:14]=[CH:15][C:16]=1[F:17])[C:11]([NH:27][C:28]1[CH:32]=[C:31]([CH3:33])[O:30][N:29]=1)=[O:13], predict the reactants needed to synthesize it. The reactants are: C(Cl)(=O)C(Cl)=O.[F:7][C:8]1[CH:9]=[C:10]([CH:14]=[CH:15][C:16]=1[F:17])[C:11]([OH:13])=O.CCN(C(C)C)C(C)C.[NH2:27][C:28]1[CH:32]=[C:31]([CH3:33])[O:30][N:29]=1. (2) Given the product [CH3:35][CH:36]1[CH2:40][CH2:39][CH:38]([CH3:41])[N:37]1[CH2:2][C:3]([NH:5][C:6]1[CH:7]=[N:8][C:9]([O:12][C:13]2[CH:14]=[C:15]3[C:20](=[CH:21][CH:22]=2)[O:19][CH:18]([C:23]2[CH:28]=[CH:27][CH:26]=[CH:25][CH:24]=2)[CH2:17][CH2:16]3)=[CH:10][CH:11]=1)=[O:4], predict the reactants needed to synthesize it. The reactants are: Cl[CH2:2][C:3]([NH:5][C:6]1[CH:7]=[N:8][C:9]([O:12][C:13]2[CH:14]=[C:15]3[C:20](=[CH:21][CH:22]=2)[O:19][CH:18]([C:23]2[CH:28]=[CH:27][CH:26]=[CH:25][CH:24]=2)[CH2:17][CH2:16]3)=[CH:10][CH:11]=1)=[O:4].C(=O)([O-])[O-].[K+].[K+].[CH3:35][CH:36]1[CH2:40][CH2:39][CH:38]([CH3:41])[NH:37]1.O.